From a dataset of M1 muscarinic receptor agonist screen with 61,833 compounds. Binary Classification. Given a drug SMILES string, predict its activity (active/inactive) in a high-throughput screening assay against a specified biological target. (1) The drug is Clc1c(C(=O)Nc2c(OC)cc(NC(=O)c3occc3)cc2)cccc1. The result is 0 (inactive). (2) The result is 0 (inactive). The molecule is S(Cc1ccccc1)c1nn(c2ccccc2)cn1. (3) The compound is O=C1N(C(CC1)(C)C(=O)NC(CC)C)CCc1cc(OCC)c(OCC)cc1. The result is 0 (inactive).